Dataset: Retrosynthesis with 50K atom-mapped reactions and 10 reaction types from USPTO. Task: Predict the reactants needed to synthesize the given product. (1) Given the product COC(=O)C1=C(CBr)NC(c2nccs2)=N[C@H]1c1ccccc1Cl, predict the reactants needed to synthesize it. The reactants are: COC(=O)C1=C(CBr)NC(c2nccs2)=N[C@H]1c1ccc(F)cc1Cl. (2) Given the product COC(=O)[C@H](Cc1ccc(OCc2ccc(Cl)cc2)cc1)NC(=O)c1cn2ccc(-c3ccc(Cl)cc3)cc2n1, predict the reactants needed to synthesize it. The reactants are: COC(=O)[C@@H](N)Cc1ccc(OCc2ccc(Cl)cc2)cc1.O=C(O)c1cn2ccc(-c3ccc(Cl)cc3)cc2n1. (3) Given the product CC(C)(C)OC(=O)Nc1cccc(F)c1, predict the reactants needed to synthesize it. The reactants are: CC(C)(C)OC(=O)OC(=O)OC(C)(C)C.Nc1cccc(F)c1. (4) Given the product CCSCC(=O)N(CC)Cc1ccc(C2=NSC(c3cc(Cl)cc(Cl)c3)(C(F)(F)F)C2)cc1C, predict the reactants needed to synthesize it. The reactants are: CCNCc1ccc(C2=NSC(c3cc(Cl)cc(Cl)c3)(C(F)(F)F)C2)cc1C.CCSCC(=O)O. (5) Given the product CCCCC(CC)COC(=O)C(C#N)=C(c1ccccc1)c1ccccc1, predict the reactants needed to synthesize it. The reactants are: CCCCC(CC)COC(=O)CC#N.O=C(c1ccccc1)c1ccccc1. (6) Given the product NCCn1cc(I)nc1CC1CC1, predict the reactants needed to synthesize it. The reactants are: CC(C)(C)OC(=O)NCCn1cc(I)nc1CC1CC1. (7) Given the product CC(C)(CO)NC(=O)c1ccc(OCc2ccccc2)cc1, predict the reactants needed to synthesize it. The reactants are: CC(C)(N)CO.O=C(O)c1ccc(OCc2ccccc2)cc1. (8) The reactants are: CC(=O)O.CN(C(=O)c1cc(C(F)(F)F)cc(C(F)(F)F)c1)[C@@H]1CCN(C(=O)CNC2CCNCC2)C[C@H]1c1ccc(Cl)c(Cl)c1. Given the product CC(=O)N1CCC(NCC(=O)N2CC[C@@H](N(C)C(=O)c3cc(C(F)(F)F)cc(C(F)(F)F)c3)[C@H](c3ccc(Cl)c(Cl)c3)C2)CC1, predict the reactants needed to synthesize it. (9) Given the product COc1cc(N2CCC(Oc3ccc(-c4ccccc4)cc3)C2=O)ccc1OCOCC[Si](C)(C)C, predict the reactants needed to synthesize it. The reactants are: COc1cc(N2CCC(Br)C2=O)ccc1OCOCC[Si](C)(C)C.Oc1ccc(-c2ccccc2)cc1. (10) The reactants are: COC(=O)C1Cc2ccc([N+](=O)[O-])cc2CN1. Given the product O=[N+]([O-])c1ccc2c(c1)CNC(CO)C2, predict the reactants needed to synthesize it.